Dataset: Reaction yield outcomes from USPTO patents with 853,638 reactions. Task: Predict the reaction yield, written as a fraction of the theoretical maximum amount of product (1.0 means a 100% yield; for example, 0.34 means a 34% yield). (1) The reactants are [CH3:1][O:2][C:3]1[CH:12]=[CH:11][CH:10]=[C:5]([C:6]([O:8][CH3:9])=[O:7])[C:4]=1[OH:13].F[C:15]1[CH:20]=[CH:19][CH:18]=[CH:17][C:16]=1[N+:21]([O-:23])=[O:22].[CH3:24][O:25][C:26]1[CH:39]=[CH:38][CH:37]=[C:36]([C:40]([O:42][CH3:43])=[O:41])[C:27]=1[O:28][C:29]1[CH:35]=[CH:34][CH:33]=[CH:32][C:30]=1[NH2:31].[NH2:44][C:45]1[S:46][CH:47]=[CH:48][N:49]=1. No catalyst specified. The product is [CH3:1][O:2][C:3]1[CH:12]=[CH:11][CH:10]=[C:5]([C:6]([O:8][CH3:9])=[O:7])[C:4]=1[O:13][C:15]1[CH:20]=[CH:19][CH:18]=[CH:17][C:16]=1[N+:21]([O-:23])=[O:22].[CH3:24][O:25][C:26]1[CH:39]=[CH:38][CH:37]=[C:36]([C:40]([O:42][CH3:43])=[O:41])[C:27]=1[O:28][C:29]1[CH:35]=[CH:34][CH:33]=[CH:32][C:30]=1[NH:31][C:4]([NH:44][C:45]1[S:46][CH:47]=[CH:48][N:49]=1)=[O:13]. The yield is 0.820. (2) The reactants are [O:1]=[C:2]1[CH2:6][C:5]2([CH2:11][CH2:10][CH:9]([C:12]([OH:14])=O)[CH2:8][CH2:7]2)[CH2:4][N:3]1[C:15]1[CH:20]=[CH:19][CH:18]=[CH:17][CH:16]=1.[F:21][C:22]([F:32])([F:31])[C:23]1[CH:28]=[CH:27][C:26]([NH2:29])=[C:25]([NH2:30])[CH:24]=1.CCN=C=NCCCN(C)C. The yield is 0.800. The catalyst is N1C=CC=CC=1. The product is [NH2:29][C:26]1[CH:27]=[CH:28][C:23]([C:22]([F:21])([F:31])[F:32])=[CH:24][C:25]=1[NH:30][C:12]([CH:9]1[CH2:10][CH2:11][C:5]2([CH2:4][N:3]([C:15]3[CH:16]=[CH:17][CH:18]=[CH:19][CH:20]=3)[C:2](=[O:1])[CH2:6]2)[CH2:7][CH2:8]1)=[O:14]. (3) The reactants are [C:1]([C:3]1[CH:11]=[CH:10][C:6]([C:7](Cl)=[O:8])=[CH:5][CH:4]=1)#[N:2].O[NH:13][C:14]([C:16]1[CH:21]=[CH:20][C:19]([C:22]2[CH:27]=[CH:26][C:25]([O:28][CH2:29][CH2:30][CH2:31][C:32]([OH:34])=[O:33])=[CH:24][CH:23]=2)=[CH:18][CH:17]=1)=[NH:15].N1C=CC=CC=1. The catalyst is O1CCOCC1. The product is [C:1]([C:3]1[CH:11]=[CH:10][C:6]([C:7]2[O:8][N:15]=[C:14]([C:16]3[CH:17]=[CH:18][C:19]([C:22]4[CH:27]=[CH:26][C:25]([O:28][CH2:29][CH2:30][CH2:31][C:32]([OH:34])=[O:33])=[CH:24][CH:23]=4)=[CH:20][CH:21]=3)[N:13]=2)=[CH:5][CH:4]=1)#[N:2]. The yield is 0.540.